Dataset: Catalyst prediction with 721,799 reactions and 888 catalyst types from USPTO. Task: Predict which catalyst facilitates the given reaction. (1) Reactant: [O:1]=[C:2]1[N:6]([C@@H:7]([C:9]2[CH:14]=[CH:13][CH:12]=[CH:11][CH:10]=2)[CH3:8])[C:5](=[O:15])[CH:4]([C:16]([O:18][CH2:19][CH3:20])=[O:17])[O:3]1.[H-].[Na+].[Cl:23][C:24]1[CH:25]=[C:26]([CH:29]=[CH:30][CH:31]=1)[CH2:27]Br. Product: [Cl:23][C:24]1[CH:25]=[C:26]([CH:29]=[CH:30][CH:31]=1)[CH2:27][C:4]1([C:16]([O:18][CH2:19][CH3:20])=[O:17])[O:3][C:2](=[O:1])[N:6]([C@@H:7]([C:9]2[CH:14]=[CH:13][CH:12]=[CH:11][CH:10]=2)[CH3:8])[C:5]1=[O:15]. The catalyst class is: 49. (2) Reactant: S(O[CH2:6][C@@:7]12[CH2:22][O:21][C@@H:9]([C@H:10]([N:12]3[CH:19]=[C:18]([CH3:20])[C:16](=[O:17])[NH:15][C:13]3=[O:14])[O:11]1)[C@@H:8]2[OH:23])(C)(=O)=O.[N-:24]=[N+:25]=[N-:26].[Na+]. Product: [N:24]([CH2:6][C@@:7]12[CH2:22][O:21][C@@H:9]([C@H:10]([N:12]3[CH:19]=[C:18]([CH3:20])[C:16](=[O:17])[NH:15][C:13]3=[O:14])[O:11]1)[C@@H:8]2[OH:23])=[N+:25]=[N-:26]. The catalyst class is: 9. (3) Reactant: [CH:1]1([C:4]2[C:9]([F:10])=[CH:8][N:7]=[C:6]([NH:11][C:12]3[CH:13]=[C:14]([C:19]4[S:23][C:22]([C:24]([OH:34])([C:30]([F:33])([F:32])[F:31])[C:25](OCC)=[O:26])=[N:21][CH:20]=4)[CH:15]=[C:16]([CH3:18])[CH:17]=3)[N:5]=2)[CH2:3][CH2:2]1.CC(C[AlH]CC(C)C)C. Product: [CH:1]1([C:4]2[C:9]([F:10])=[CH:8][N:7]=[C:6]([NH:11][C:12]3[CH:13]=[C:14]([C:19]4[S:23][C:22]([C:24]([OH:34])([C:30]([F:33])([F:32])[F:31])[CH2:25][OH:26])=[N:21][CH:20]=4)[CH:15]=[C:16]([CH3:18])[CH:17]=3)[N:5]=2)[CH2:2][CH2:3]1. The catalyst class is: 7. (4) Reactant: [CH3:1][O:2][C:3]1[N:8]=[C:7]([O:9][CH3:10])[C:6]([C:11]2[C:12](=[O:24])[O:13][C:14]3[C:19]([C:20]=2[CH3:21])=[CH:18][CH:17]=[C:16]([O:22][CH3:23])[CH:15]=3)=[CH:5][N:4]=1.[Li+].C[Si]([N-][Si](C)(C)C)(C)C.C1C(=O)N([Br:42])C(=O)C1. Product: [Br:42][CH2:21][C:20]1[C:19]2[C:14](=[CH:15][C:16]([O:22][CH3:23])=[CH:17][CH:18]=2)[O:13][C:12](=[O:24])[C:11]=1[C:6]1[C:7]([O:9][CH3:10])=[N:8][C:3]([O:2][CH3:1])=[N:4][CH:5]=1. The catalyst class is: 1. (5) Reactant: [Br-].C1([P+](C2C=CC=CC=2)(C2C=CC=CC=2)[CH2:9][C:10]2[C:15]([CH3:17])([CH3:16])[CH2:14][CH2:13][CH2:12][C:11]=2[CH3:18])C=CC=CC=1.C1OCCOCCOCCOCCOCCOC1.CC(C)([O-])C.[K+].[I:55][C:56]1[CH:57]=[C:58]([CH:61]=[CH:62][C:63]=1[CH3:64])[CH:59]=O.[PH4+]. Product: [I:55][C:56]1[CH:57]=[C:58](/[CH:59]=[CH:9]/[C:10]2[C:15]([CH3:16])([CH3:17])[CH2:14][CH2:13][CH2:12][C:11]=2[CH3:18])[CH:61]=[CH:62][C:63]=1[CH3:64]. The catalyst class is: 2. (6) Reactant: Br[CH2:2][C:3](=[CH2:9])[C:4]([O:6][CH2:7][CH3:8])=[O:5].[CH3:10][NH2:11].CO.[CH2:14]1[O:24][C:17]2([CH2:22][CH2:21][C:20](=O)[CH2:19][CH2:18]2)[O:16][CH2:15]1. Product: [CH3:10][N:11]1[C:20]2[CH2:21][CH2:22][C:17]3([O:24][CH2:14][CH2:15][O:16]3)[CH2:18][C:19]=2[CH2:9][CH:3]([C:4]([O:6][CH2:7][CH3:8])=[O:5])[CH2:2]1. The catalyst class is: 11. (7) Reactant: O.[CH3:2][C:3]1([CH2:13][C:14]([O:16][CH2:17][CH3:18])=[O:15])[CH2:12][CH2:11][C:6]2(OCC[O:7]2)[CH2:5][CH2:4]1. Product: [CH3:2][C:3]1([CH2:13][C:14]([O:16][CH2:17][CH3:18])=[O:15])[CH2:4][CH2:5][C:6](=[O:7])[CH2:11][CH2:12]1. The catalyst class is: 106. (8) Reactant: C([NH:3][C@@H:4]1[C:34](=[O:35])[N:6]2[C:7]([C:18]([O:20][CH:21]([C:28]3[CH:33]=[CH:32][CH:31]=[CH:30][CH:29]=3)[C:22]3[CH:27]=[CH:26][CH:25]=[CH:24][CH:23]=3)=[O:19])=[C:8]([S:11][CH2:12][C:13]3[CH:14]=[N:15][NH:16][CH:17]=3)[CH2:9][S:10][C@H:5]12)=O.Cl. Product: [NH2:3][C@@H:4]1[C:34](=[O:35])[N:6]2[C:7]([C:18]([O:20][CH:21]([C:22]3[CH:27]=[CH:26][CH:25]=[CH:24][CH:23]=3)[C:28]3[CH:33]=[CH:32][CH:31]=[CH:30][CH:29]=3)=[O:19])=[C:8]([S:11][CH2:12][C:13]3[CH:17]=[N:16][NH:15][CH:14]=3)[CH2:9][S:10][C@H:5]12. The catalyst class is: 5. (9) Reactant: [C:1]([C:3]1[NH:20][C:6]2[CH:7]([C:14]([O:16][CH:17]([CH3:19])[CH3:18])=[O:15])[CH2:8][NH:9][CH2:10][C:11]([CH3:13])([CH3:12])[C:5]=2[CH:4]=1)#[N:2].C(N(CC)CC)C.[F:28][C:29]1[CH:30]=[C:31]([CH:35]=[CH:36][CH:37]=1)[C:32](Cl)=[O:33]. Product: [C:1]([C:3]1[NH:20][C:6]2[CH:7]([C:14]([O:16][CH:17]([CH3:18])[CH3:19])=[O:15])[CH2:8][N:9]([C:32](=[O:33])[C:31]3[CH:35]=[CH:36][CH:37]=[C:29]([F:28])[CH:30]=3)[CH2:10][C:11]([CH3:13])([CH3:12])[C:5]=2[CH:4]=1)#[N:2]. The catalyst class is: 10.